Dataset: Full USPTO retrosynthesis dataset with 1.9M reactions from patents (1976-2016). Task: Predict the reactants needed to synthesize the given product. (1) Given the product [Cl:1][C:2]1[C:7]([NH:8][C:10]2[CH:17]=[CH:16][CH:15]=[CH:14][C:11]=2[CH:12]=[CH2:13])=[CH:6][CH:5]=[CH:4][N:3]=1, predict the reactants needed to synthesize it. The reactants are: [Cl:1][C:2]1[C:7]([NH2:8])=[CH:6][CH:5]=[CH:4][N:3]=1.Br[C:10]1[CH:17]=[CH:16][CH:15]=[CH:14][C:11]=1[CH:12]=[CH2:13].CN(C1C(C2C(P(C3CCCCC3)C3CCCCC3)=CC=CC=2)=CC=CC=1)C. (2) Given the product [CH2:1]([O:4][C:5]1[CH:10]=[C:9]([C:11]([F:13])([F:12])[F:14])[N:8]=[C:7]([C:15]2[N:20]=[CH:19][C:18]([NH:21][C:31](=[O:32])[CH2:30][Cl:29])=[CH:17][CH:16]=2)[N:6]=1)[CH:2]=[CH2:3], predict the reactants needed to synthesize it. The reactants are: [CH2:1]([O:4][C:5]1[CH:10]=[C:9]([C:11]([F:14])([F:13])[F:12])[N:8]=[C:7]([C:15]2[N:20]=[CH:19][C:18]([NH2:21])=[CH:17][CH:16]=2)[N:6]=1)[CH:2]=[CH2:3].C(N(CC)CC)C.[Cl:29][CH2:30][C:31](Cl)=[O:32]. (3) Given the product [CH2:17]([O:24][C:25]1[CH:34]=[C:33]2[C:28]([C:29]([O:15][C:11]3[C:10]([CH3:16])=[CH:9][C:8]([NH2:7])=[C:13]([CH3:14])[CH:12]=3)=[CH:30][CH:31]=[N:32]2)=[CH:27][C:26]=1[O:36][CH3:37])[C:18]1[CH:19]=[CH:20][CH:21]=[CH:22][CH:23]=1, predict the reactants needed to synthesize it. The reactants are: [H-].[Na+].CS(C)=O.[NH2:7][C:8]1[C:13]([CH3:14])=[CH:12][C:11]([OH:15])=[C:10]([CH3:16])[CH:9]=1.[CH2:17]([O:24][C:25]1[CH:34]=[C:33]2[C:28]([C:29](Cl)=[CH:30][CH:31]=[N:32]2)=[CH:27][C:26]=1[O:36][CH3:37])[C:18]1[CH:23]=[CH:22][CH:21]=[CH:20][CH:19]=1. (4) Given the product [CH3:1][O:2][C:3]1[CH:4]=[CH:5][C:6]([CH2:7][N:8]2[C:17]3[CH:18]=[CH:19][C:20]([C:22]([OH:24])=[O:23])=[CH:21][C:16]=3[C:15]3[N:14]=[CH:13][CH:12]=[CH:11][C:10]=3[C:9]2=[O:27])=[CH:28][CH:29]=1, predict the reactants needed to synthesize it. The reactants are: [CH3:1][O:2][C:3]1[CH:29]=[CH:28][C:6]([CH2:7][N:8]2[C:17]3[CH:18]=[CH:19][C:20]([C:22]([O:24]CC)=[O:23])=[CH:21][C:16]=3[C:15]3[N:14]=[CH:13][CH:12]=[CH:11][C:10]=3[C:9]2=[O:27])=[CH:5][CH:4]=1.[OH-].[Na+]. (5) Given the product [Br:27][C:24]1[CH:25]=[CH:26][C:21]([C:14]([CH3:16])([CH3:15])[C:13]([O:18][CH3:19])=[O:17])=[N:22][CH:23]=1, predict the reactants needed to synthesize it. The reactants are: C(NC(C)C)(C)C.[Li]CCCC.[C:13]([O:18][CH3:19])(=[O:17])[CH:14]([CH3:16])[CH3:15].Br[C:21]1[CH:26]=[CH:25][C:24]([Br:27])=[CH:23][N:22]=1.